This data is from Full USPTO retrosynthesis dataset with 1.9M reactions from patents (1976-2016). The task is: Predict the reactants needed to synthesize the given product. Given the product [CH3:41][O:42][C@@H:43]1[CH2:47][CH2:46][N:45]([C:24]2[CH:29]=[CH:28][N:27]3[CH:30]=[C:31]([C:33]4[CH:34]=[C:35]([CH3:39])[CH:36]=[CH:37][CH:38]=4)[N:32]=[C:26]3[CH:25]=2)[CH2:44]1, predict the reactants needed to synthesize it. The reactants are: FC1CCN(C2C=CN3C=C(C4C=CC=CC=4)N=C3C=2)CC1.Br[C:24]1[CH:29]=[CH:28][N:27]2[CH:30]=[C:31]([C:33]3[CH:34]=[C:35]([CH3:39])[CH:36]=[CH:37][CH:38]=3)[N:32]=[C:26]2[CH:25]=1.Cl.[CH3:41][O:42][C@@H:43]1[CH2:47][CH2:46][NH:45][CH2:44]1.